From a dataset of Full USPTO retrosynthesis dataset with 1.9M reactions from patents (1976-2016). Predict the reactants needed to synthesize the given product. (1) Given the product [CH3:9][C:7]([NH:10][C:11](=[O:20])[O:12][CH2:13][C:14]1[CH:19]=[CH:18][CH:17]=[CH:16][CH:15]=1)([CH3:8])[C:6](=[O:21])[NH:5][CH2:4][CH:3]=[O:2], predict the reactants needed to synthesize it. The reactants are: C[O:2][CH:3](OC)[CH2:4][NH:5][C:6](=[O:21])[C:7]([NH:10][C:11](=[O:20])[O:12][CH2:13][C:14]1[CH:19]=[CH:18][CH:17]=[CH:16][CH:15]=1)([CH3:9])[CH3:8].Cl.C(OCC)(=O)C. (2) Given the product [CH2:1]([N:9]([CH2:37][CH2:38][CH2:39][C:40]1[CH:45]=[CH:44][CH:43]=[CH:42][CH:41]=1)[S:10]([N:13]1[CH2:20][CH2:19][N:18]([C:21]2[C:22]3[CH:29]=[CH:28][NH:27][C:23]=3[N:24]=[CH:25][N:26]=2)[CH2:17][C:14]21[CH2:16][CH2:15]2)(=[O:12])=[O:11])[CH2:2][C:3]1[CH:4]=[CH:5][CH:6]=[CH:7][CH:8]=1, predict the reactants needed to synthesize it. The reactants are: [CH2:1]([NH:9][S:10]([N:13]1[CH2:20][CH2:19][N:18]([C:21]2[C:22]3[CH:29]=[CH:28][NH:27][C:23]=3[N:24]=[CH:25][N:26]=2)[CH2:17][C:14]21[CH2:16][CH2:15]2)(=[O:12])=[O:11])[CH2:2][C:3]1[CH:8]=[CH:7][CH:6]=[CH:5][CH:4]=1.C([O-])([O-])=O.[Cs+].[Cs+].Br[CH2:37][CH2:38][CH2:39][C:40]1[CH:45]=[CH:44][CH:43]=[CH:42][CH:41]=1. (3) Given the product [C:29]([O:32][CH2:33][C:34]([O:35][C:36]1[CH:37]=[CH:38][C:39]([N:8]2[C:9](=[O:26])[C:10]([CH2:11][C:12]3[CH:17]=[CH:16][C:15]([C:18]4[CH:23]=[CH:22][CH:21]=[CH:20][C:19]=4[C:24]#[N:25])=[CH:14][CH:13]=3)=[C:5]([CH2:1][CH2:2][CH2:3][CH3:4])[N:6]=[C:7]2[CH2:27][CH3:28])=[CH:40][CH:41]=1)([CH3:46])[CH3:45])(=[O:31])[CH3:30], predict the reactants needed to synthesize it. The reactants are: [CH2:1]([C:5]1[N:6]=[C:7]([CH2:27][CH3:28])[NH:8][C:9](=[O:26])[C:10]=1[CH2:11][C:12]1[CH:17]=[CH:16][C:15]([C:18]2[C:19]([C:24]#[N:25])=[CH:20][CH:21]=[CH:22][CH:23]=2)=[CH:14][CH:13]=1)[CH2:2][CH2:3][CH3:4].[C:29]([O:32][CH2:33][C:34]([CH3:46])([CH3:45])[O:35][C:36]1[CH:41]=[CH:40][C:39](B(O)O)=[CH:38][CH:37]=1)(=[O:31])[CH3:30].C(N(CC)CC)C.N1C=CC=CC=1.